Dataset: Reaction yield outcomes from USPTO patents with 853,638 reactions. Task: Predict the reaction yield, written as a fraction of the theoretical maximum amount of product (1.0 means a 100% yield; for example, 0.34 means a 34% yield). (1) The reactants are [CH3:1][O:2][C:3]1[CH:12]=[CH:11][CH:10]=[C:9]2[C:4]=1[CH2:5][CH2:6][C:7](=O)[CH2:8]2.[CH3:14][NH:15][CH3:16].CC(O)=O.[BH-](OC(C)=O)(OC(C)=O)OC(C)=O.[Na+].C([O-])(O)=O.[Na+]. The catalyst is C(Cl)Cl.O. The product is [CH3:1][O:2][C:3]1[CH:12]=[CH:11][CH:10]=[C:9]2[C:4]=1[CH2:5][CH2:6][CH:7]([N:15]([CH3:16])[CH3:14])[CH2:8]2. The yield is 0.740. (2) The reactants are [CH3:1][O:2][C:3]([C:5]1[S:9][C:8]([N:10]2[CH2:15][CH2:14][NH:13][CH2:12][CH2:11]2)=[N:7][CH:6]=1)=[O:4].[N+:16]([C:19]1[CH:24]=[CH:23][C:22]([S:25](Cl)(=[O:27])=[O:26])=[CH:21][CH:20]=1)([O-:18])=[O:17].C(N(CC)CC)C.O. The catalyst is ClCCl. The product is [CH3:1][O:2][C:3]([C:5]1[S:9][C:8]([N:10]2[CH2:11][CH2:12][N:13]([S:25]([C:22]3[CH:21]=[CH:20][C:19]([N+:16]([O-:18])=[O:17])=[CH:24][CH:23]=3)(=[O:26])=[O:27])[CH2:14][CH2:15]2)=[N:7][CH:6]=1)=[O:4]. The yield is 0.333. (3) The reactants are [F:1][C:2]1[CH:7]=[CH:6][C:5]([C:8]2[C:17]([N:18]3[CH2:23][CH2:22][C:21]([C:24]4[CH:29]=[CH:28][CH:27]=[CH:26][N:25]=4)=[CH:20][CH2:19]3)=[N:16][C:15]3[C:10](=[CH:11][CH:12]=[C:13]([C:30]([O:32][CH3:33])=[O:31])[CH:14]=3)[N:9]=2)=[CH:4][CH:3]=1.O. The catalyst is C(OCC)(=O)C.O=[Pt]=O. The product is [F:1][C:2]1[CH:3]=[CH:4][C:5]([C:8]2[C:17]([N:18]3[CH2:19][CH2:20][CH:21]([C:24]4[CH:29]=[CH:28][CH:27]=[CH:26][N:25]=4)[CH2:22][CH2:23]3)=[N:16][C:15]3[C:10](=[CH:11][CH:12]=[C:13]([C:30]([O:32][CH3:33])=[O:31])[CH:14]=3)[N:9]=2)=[CH:6][CH:7]=1. The yield is 0.560. (4) The reactants are [CH:1]([O:3][CH2:4][C:5]1[CH:10]=[CH:9][CH:8]=[CH:7][CH:6]=1)=[O:2].C(O)(=O)[CH2:12][CH2:13][CH2:14][CH2:15][C:16]([OH:18])=[O:17]. The catalyst is CCCCCCCC. The product is [CH2:4]([O:3][C:1](=[O:2])[CH2:12][CH2:13][CH2:14][CH2:15][C:16]([OH:18])=[O:17])[C:5]1[CH:10]=[CH:9][CH:8]=[CH:7][CH:6]=1. The yield is 0.870. (5) The reactants are C([O:3][C:4](=[O:34])[CH2:5][N:6]1[C:14]2[C:9](=[CH:10][C:11]([F:15])=[CH:12][CH:13]=2)[C:8]([CH2:16][C:17]2[CH:22]=[CH:21][C:20]([S:23]([CH2:26][C:27]3[CH:32]=[CH:31][CH:30]=[CH:29][CH:28]=3)(=[O:25])=[O:24])=[CH:19][CH:18]=2)=[C:7]1[CH3:33])C.[OH-].[K+]. The catalyst is C1COCC1. The product is [CH2:26]([S:23]([C:20]1[CH:19]=[CH:18][C:17]([CH2:16][C:8]2[C:9]3[C:14](=[CH:13][CH:12]=[C:11]([F:15])[CH:10]=3)[N:6]([CH2:5][C:4]([OH:34])=[O:3])[C:7]=2[CH3:33])=[CH:22][CH:21]=1)(=[O:25])=[O:24])[C:27]1[CH:28]=[CH:29][CH:30]=[CH:31][CH:32]=1. The yield is 0.700. (6) The reactants are [OH:1][C:2]1[CH:23]=[C:22]([CH3:24])[C:5]([CH2:6][C@@H:7]2[CH2:11][CH2:10][N:9]([CH:12]3[CH2:20][CH2:19][C:18]4[C:14](=[CH:15][NH:16][N:17]=4)[CH2:13]3)[C:8]2=[O:21])=[C:4]([CH3:25])[CH:3]=1.[F:26][C:27]([F:40])([F:39])[S:28](O[S:28]([C:27]([F:40])([F:39])[F:26])(=[O:30])=[O:29])(=[O:30])=[O:29]. The catalyst is N1C=CC=CC=1. The product is [CH3:25][C:4]1[CH:3]=[C:2]([O:1][S:28]([C:27]([F:40])([F:39])[F:26])(=[O:30])=[O:29])[CH:23]=[C:22]([CH3:24])[C:5]=1[CH2:6][C@@H:7]1[CH2:11][CH2:10][N:9]([CH:12]2[CH2:20][CH2:19][C:18]3[C:14](=[CH:15][N:16]([S:28]([C:27]([F:40])([F:39])[F:26])(=[O:30])=[O:29])[N:17]=3)[CH2:13]2)[C:8]1=[O:21]. The yield is 0.700. (7) The reactants are [OH:1][C@@H:2]1[CH2:5][C@H:4]([N:6]2[C:11](=[O:12])[C:10]([CH2:13][C:14]3[CH:19]=[CH:18][C:17]([C:20]4[C:21]([C:26]#[N:27])=[CH:22][CH:23]=[CH:24][CH:25]=4)=[CH:16][CH:15]=3)=[C:9]([CH2:28][CH2:29][CH3:30])[N:8]3[N:31]=[CH:32][N:33]=[C:7]23)[CH2:3]1.[N+](=[CH:36][C:37]([O:39][CH2:40][CH3:41])=[O:38])=[N-]. The catalyst is C([O-])(=O)C.[Rh+].C1(C)C=CC=CC=1. The product is [C:26]([C:21]1[CH:22]=[CH:23][CH:24]=[CH:25][C:20]=1[C:17]1[CH:16]=[CH:15][C:14]([CH2:13][C:10]2[C:11](=[O:12])[N:6]([C@@H:4]3[CH2:5][C@H:2]([O:1][CH2:36][C:37]([O:39][CH2:40][CH3:41])=[O:38])[CH2:3]3)[C:7]3[N:8]([N:31]=[CH:32][N:33]=3)[C:9]=2[CH2:28][CH2:29][CH3:30])=[CH:19][CH:18]=1)#[N:27]. The yield is 0.570. (8) The catalyst is [Pd].[Pt]. The reactants are [C:1]1([C:7]2[CH:12]=[C:11]([C:13]([CH3:15])=C)[CH:10]=[CH:9][N:8]=2)[CH:6]=[CH:5][CH:4]=[CH:3][CH:2]=1.[CH3:16]CO. The yield is 0.750. The product is [C:1]1([C:7]2[CH:12]=[C:11]([CH2:13][CH2:15][CH3:16])[CH:10]=[CH:9][N:8]=2)[CH:2]=[CH:3][CH:4]=[CH:5][CH:6]=1. (9) The reactants are [Br:1][C:2]1[CH:3]=[C:4]([C:11]2[CH:16]=[CH:15][N:14]=[CH:13][CH:12]=2)[C:5]2[O:9][CH2:8][CH2:7][C:6]=2[CH:10]=1.[CH2:17](Br)[C:18]1[CH:23]=[CH:22][CH:21]=[CH:20][CH:19]=1.C(Cl)Cl.CO.[BH4-].[Na+]. The catalyst is C1(C)C=CC=CC=1.CO. The product is [CH2:17]([N:14]1[CH2:15][CH:16]=[C:11]([C:4]2[C:5]3[O:9][CH2:8][CH2:7][C:6]=3[CH:10]=[C:2]([Br:1])[CH:3]=2)[CH2:12][CH2:13]1)[C:18]1[CH:23]=[CH:22][CH:21]=[CH:20][CH:19]=1. The yield is 0.710.